Dataset: NCI-60 drug combinations with 297,098 pairs across 59 cell lines. Task: Regression. Given two drug SMILES strings and cell line genomic features, predict the synergy score measuring deviation from expected non-interaction effect. Drug 1: CN(C)N=NC1=C(NC=N1)C(=O)N. Drug 2: C(=O)(N)NO. Cell line: K-562. Synergy scores: CSS=4.05, Synergy_ZIP=-3.38, Synergy_Bliss=-1.83, Synergy_Loewe=-8.47, Synergy_HSA=-3.51.